Dataset: Peptide-MHC class I binding affinity with 185,985 pairs from IEDB/IMGT. Task: Regression. Given a peptide amino acid sequence and an MHC pseudo amino acid sequence, predict their binding affinity value. This is MHC class I binding data. (1) The peptide sequence is TSEHGGRAY. The MHC is HLA-A30:02 with pseudo-sequence HLA-A30:02. The binding affinity (normalized) is 0. (2) The peptide sequence is KEKGGLDGL. The MHC is HLA-A02:02 with pseudo-sequence HLA-A02:02. The binding affinity (normalized) is 0. (3) The peptide sequence is YYNAFQWAI. The MHC is HLA-A24:02 with pseudo-sequence HLA-A24:02. The binding affinity (normalized) is 0.820.